This data is from Forward reaction prediction with 1.9M reactions from USPTO patents (1976-2016). The task is: Predict the product of the given reaction. (1) Given the reactants [Cl:1][C:2]1[CH:10]=[C:9]2[C:5]([CH2:6][C:7](=[O:11])[NH:8]2)=[CH:4][CH:3]=1.[O:12]1[CH:16]=[CH:15][C:14]([CH:17]=O)=[CH:13]1.N1CCCCC1, predict the reaction product. The product is: [Cl:1][C:2]1[CH:10]=[C:9]2[C:5](/[C:6](=[CH:17]/[C:14]3[CH:15]=[CH:16][O:12][CH:13]=3)/[C:7](=[O:11])[NH:8]2)=[CH:4][CH:3]=1. (2) Given the reactants C([O:8][C:9]1[CH:10]=[C:11]([CH:23]=[CH:24][CH:25]=1)[CH2:12][NH:13][C:14]1[C:19]([Cl:20])=[C:18]([CH3:21])[N:17]=[C:16]([CH3:22])[N:15]=1)C1C=CC=CC=1.Cl, predict the reaction product. The product is: [Cl:20][C:19]1[C:14]([NH:13][CH2:12][C:11]2[CH:10]=[C:9]([OH:8])[CH:25]=[CH:24][CH:23]=2)=[N:15][C:16]([CH3:22])=[N:17][C:18]=1[CH3:21].